Dataset: Peptide-MHC class II binding affinity with 134,281 pairs from IEDB. Task: Regression. Given a peptide amino acid sequence and an MHC pseudo amino acid sequence, predict their binding affinity value. This is MHC class II binding data. (1) The peptide sequence is IVTHFPFDEQNCSMKLG. The MHC is DRB1_0405 with pseudo-sequence DRB1_0405. The binding affinity (normalized) is 0. (2) The peptide sequence is QRGVGVAQGGVFHTM. The MHC is DRB1_0701 with pseudo-sequence DRB1_0701. The binding affinity (normalized) is 0.369.